This data is from Full USPTO retrosynthesis dataset with 1.9M reactions from patents (1976-2016). The task is: Predict the reactants needed to synthesize the given product. Given the product [CH3:34][N:2]([CH3:1])[C:3]([C:5]1[CH:6]=[C:7]2[C:12](=[C:13]([CH:15]3[CH2:19][CH2:18][CH2:17][N:16]3[C:20]([O:22][C:23]([CH3:26])([CH3:25])[CH3:24])=[O:21])[CH:14]=1)[O:11][C:10]([N:27]1[CH2:32][CH2:31][O:30][CH2:29][CH2:28]1)=[CH:9][C:8]2=[O:33])=[O:4], predict the reactants needed to synthesize it. The reactants are: [CH3:1][N:2]([CH3:34])[C:3]([C:5]1[CH:6]=[C:7]2[C:12](=[C:13]([C:15]3[N:16]([C:20]([O:22][C:23]([CH3:26])([CH3:25])[CH3:24])=[O:21])[CH:17]=[CH:18][CH:19]=3)[CH:14]=1)[O:11][C:10]([N:27]1[CH2:32][CH2:31][O:30][CH2:29][CH2:28]1)=[CH:9][C:8]2=[O:33])=[O:4].